Dataset: Reaction yield outcomes from USPTO patents with 853,638 reactions. Task: Predict the reaction yield, written as a fraction of the theoretical maximum amount of product (1.0 means a 100% yield; for example, 0.34 means a 34% yield). The reactants are [CH3:1][O:2][C:3]1[CH:8]=[CH:7][C:6]([C:9]2[C:17]([C:18](=[N:22][OH:23])[CH:19]([CH3:21])[CH3:20])=[C:12]3[CH:13]=[CH:14][CH:15]=[CH:16][N:11]3[N:10]=2)=[CH:5][CH:4]=1.C[Si]([N:28]=[C:29]=[O:30])(C)C.N1C=CC=CC=1. The catalyst is C1COCC1. The product is [C:29]([O:23][N:22]=[C:18]([C:17]1[C:9]([C:6]2[CH:7]=[CH:8][C:3]([O:2][CH3:1])=[CH:4][CH:5]=2)=[N:10][N:11]2[CH:16]=[CH:15][CH:14]=[CH:13][C:12]=12)[CH:19]([CH3:20])[CH3:21])(=[O:30])[NH2:28]. The yield is 0.298.